Task: Predict the reactants needed to synthesize the given product.. Dataset: Full USPTO retrosynthesis dataset with 1.9M reactions from patents (1976-2016) (1) Given the product [CH3:1][O:2][C:3]1[CH:4]=[CH:5][C:6]2[NH:9][C:10]3[C:11](=[CH:15][CH:16]=[CH:17][CH:18]=3)[C:12](=[O:14])[C:7]=2[CH:8]=1, predict the reactants needed to synthesize it. The reactants are: [CH3:1][O:2][C:3]1[CH:8]=[CH:7][C:6]([NH:9][C:10]2[C:11](=[CH:15][CH:16]=[CH:17][CH:18]=2)[C:12]([OH:14])=O)=[CH:5][CH:4]=1. (2) Given the product [OH:37][C:31]([C:33]([F:36])([F:35])[F:34])=[O:32].[NH2:23][C@@H:5]([CH2:4][CH:1]1[CH2:3][CH2:2]1)[C:6]([NH:8][C@@H:9]([CH2:16][C:17]1[CH:22]=[CH:21][CH:20]=[CH:19][CH:18]=1)[C:10]([C@@:12]1([CH3:15])[CH2:14][O:13]1)=[O:11])=[O:7], predict the reactants needed to synthesize it. The reactants are: [CH:1]1([CH2:4][C@H:5]([NH:23]C(=O)OC(C)(C)C)[C:6]([NH:8][C@@H:9]([CH2:16][C:17]2[CH:22]=[CH:21][CH:20]=[CH:19][CH:18]=2)[C:10]([C@@:12]2([CH3:15])[CH2:14][O:13]2)=[O:11])=[O:7])[CH2:3][CH2:2]1.[C:31]([OH:37])([C:33]([F:36])([F:35])[F:34])=[O:32]. (3) Given the product [Br:22][CH2:19][C:4]1[CH:3]=[C:2]([CH3:1])[C:10]2[C:6](=[CH:7][N:8]([CH2:11][O:12][CH2:13][CH2:14][Si:15]([CH3:18])([CH3:17])[CH3:16])[N:9]=2)[CH:5]=1, predict the reactants needed to synthesize it. The reactants are: [CH3:1][C:2]1[C:10]2[C:6](=[CH:7][N:8]([CH2:11][O:12][CH2:13][CH2:14][Si:15]([CH3:18])([CH3:17])[CH3:16])[N:9]=2)[CH:5]=[C:4]([CH2:19]O)[CH:3]=1.C(Br)(Br)(Br)[Br:22].C1(P(C2C=CC=CC=2)C2C=CC=CC=2)C=CC=CC=1.